From a dataset of Catalyst prediction with 721,799 reactions and 888 catalyst types from USPTO. Predict which catalyst facilitates the given reaction. (1) Reactant: CS[C:3]1[NH:4][C:5](=[O:9])[CH:6]=[CH:7][N:8]=1.[CH3:10][N:11]1[C:15]([NH2:16])=[CH:14][CH:13]=[N:12]1. Product: [CH3:10][N:11]1[C:15]([NH:16][C:3]2[NH:4][C:5](=[O:9])[CH:6]=[CH:7][N:8]=2)=[CH:14][CH:13]=[N:12]1. The catalyst class is: 2. (2) Reactant: [F:1][C:2]1[CH:28]=[C:27]([F:29])[CH:26]=[CH:25][C:3]=1[O:4][C:5]1[CH:10]=[CH:9][C:8]([NH:11][S:12]([CH3:15])(=[O:14])=[O:13])=[CH:7][C:6]=1[C:16]1[CH:21]=[C:20]([CH3:22])[C:19](=[O:23])[N:18]([CH3:24])[CH:17]=1.C([O-])([O-])=O.[Cs+].[Cs+].[O:36]1[CH2:39][CH:38](OS(C2C=CC(C)=CC=2)(=O)=O)[CH2:37]1. Product: [F:1][C:2]1[CH:28]=[C:27]([F:29])[CH:26]=[CH:25][C:3]=1[O:4][C:5]1[CH:10]=[CH:9][C:8]([N:11]([CH:38]2[CH2:39][O:36][CH2:37]2)[S:12]([CH3:15])(=[O:13])=[O:14])=[CH:7][C:6]=1[C:16]1[CH:21]=[C:20]([CH3:22])[C:19](=[O:23])[N:18]([CH3:24])[CH:17]=1. The catalyst class is: 3. (3) Reactant: [OH:1][C:2]1[CH:10]=[CH:9][C:8]2[N:7]3[CH2:11][CH2:12][CH:13]([CH2:14][C:15]([O:17][C:18]([CH3:21])([CH3:20])[CH3:19])=[O:16])[C:6]3=[CH:5][C:4]=2[CH:3]=1.Cl[CH2:23][C:24]1[CH:25]=[CH:26][C:27]([O:32][CH:33]([CH3:35])[CH3:34])=[C:28]([CH:31]=1)[C:29]#[N:30].C(=O)([O-])[O-].[Cs+].[Cs+]. Product: [C:29]([C:28]1[CH:31]=[C:24]([CH:25]=[CH:26][C:27]=1[O:32][CH:33]([CH3:35])[CH3:34])[CH2:23][O:1][C:2]1[CH:10]=[CH:9][C:8]2[N:7]3[CH2:11][CH2:12][CH:13]([CH2:14][C:15]([O:17][C:18]([CH3:21])([CH3:20])[CH3:19])=[O:16])[C:6]3=[CH:5][C:4]=2[CH:3]=1)#[N:30]. The catalyst class is: 3. (4) Reactant: [Al+3].[Cl-].[Cl-].[Cl-].[CH3:5][C:6](=[CH2:17])[CH2:7][CH2:8][O:9][C:10]1[CH:15]=[CH:14][C:13]([Br:16])=[CH:12][CH:11]=1.[OH-].[K+]. Product: [Br:16][C:13]1[CH:12]=[C:11]2[C:10](=[CH:15][CH:14]=1)[O:9][CH2:8][CH2:7][C:6]2([CH3:5])[CH3:17]. The catalyst class is: 2. (5) Reactant: C[O:2][C:3]1[C:17]2[C:12](=[CH:13][CH:14]=[CH:15][CH:16]=2)[NH:11][C:10]2[C:5](=[CH:6][CH:7]=[CH:8][CH:9]=2)[CH:4]=1.ClC1C=C(Cl)C=CC=1C(O)=O.[O-:29][C:30]#[N:31].[Na+]. Product: [CH:7]1[CH:8]=[CH:9][C:10]2[N:11]([C:30]([NH2:31])=[O:29])[C:12]3[CH:13]=[CH:14][CH:15]=[CH:16][C:17]=3[C:3](=[O:2])[CH2:4][C:5]=2[CH:6]=1. The catalyst class is: 11. (6) Reactant: [CH3:1][CH:2]1[CH2:6][CH2:5][CH2:4][N:3]1[C:7]1[N:12]=[C:11]([NH:13][C:14]2[C:15]3[N:16]([CH:29]=[CH:30][N:31]=3)[N:17]=[C:18]([C:20]3[CH:21]=[C:22]([CH:26]=[CH:27][CH:28]=3)[C:23](O)=[O:24])[CH:19]=2)[CH:10]=[CH:9][CH:8]=1.[CH3:32][N:33]([CH3:37])[CH2:34][CH2:35][NH2:36].CN1C=CN=C1.CCN=C=NCCCN(C)C. Product: [CH3:32][N:33]([CH3:37])[CH2:34][CH2:35][NH:36][C:23](=[O:24])[C:22]1[CH:26]=[CH:27][CH:28]=[C:20]([C:18]2[CH:19]=[C:14]([NH:13][C:11]3[CH:10]=[CH:9][CH:8]=[C:7]([N:3]4[CH2:4][CH2:5][CH2:6][CH:2]4[CH3:1])[N:12]=3)[C:15]3[N:16]([CH:29]=[CH:30][N:31]=3)[N:17]=2)[CH:21]=1. The catalyst class is: 4.